Predict the product of the given reaction. From a dataset of Forward reaction prediction with 1.9M reactions from USPTO patents (1976-2016). (1) Given the reactants [CH2:1]([O:4][C:5]1[CH:14]=[CH:13][C:8]2[N:9]=[C:10]([NH2:12])[S:11][C:7]=2[CH:6]=1)[C:2]#[CH:3].[CH3:15][O:16][C:17]1[CH:33]=[CH:32][C:20]([C:21]([C:23]2[CH:31]=[CH:30][C:26]([C:27](O)=[O:28])=[CH:25][CH:24]=2)=[O:22])=[CH:19][CH:18]=1.CN(C(ON1N=NC2C=CC=CC1=2)=[N+](C)C)C.[B-](F)(F)(F)F.CN(C=O)C, predict the reaction product. The product is: [CH3:15][O:16][C:17]1[CH:33]=[CH:32][C:20]([C:21]([C:23]2[CH:31]=[CH:30][C:26]([C:27]([NH:12][C:10]3[S:11][C:7]4[CH:6]=[C:5]([O:4][CH2:1][C:2]#[CH:3])[CH:14]=[CH:13][C:8]=4[N:9]=3)=[O:28])=[CH:25][CH:24]=2)=[O:22])=[CH:19][CH:18]=1. (2) Given the reactants [CH:1]1([CH2:4][O:5][C:6]2[CH:14]=[CH:13][C:9]3[O:10][CH2:11][O:12][C:8]=3[CH:7]=2)[CH2:3][CH2:2]1.C([Li])CCC.C(O[B:24]1[O:28][C:27]([CH3:30])([CH3:29])[C:26]([CH3:32])([CH3:31])[O:25]1)(C)C, predict the reaction product. The product is: [CH:1]1([CH2:4][O:5][C:6]2[CH:14]=[CH:13][C:9]3[O:10][CH2:11][O:12][C:8]=3[C:7]=2[B:24]2[O:28][C:27]([CH3:30])([CH3:29])[C:26]([CH3:32])([CH3:31])[O:25]2)[CH2:2][CH2:3]1. (3) Given the reactants [CH2:1]([O:3][C:4](=[O:17])[C:5]([CH3:16])([CH2:11][CH2:12][CH:13]([CH3:15])[CH3:14])[C:6](OCC)=[O:7])[CH3:2].CC(C[AlH]CC(C)C)C.C1(C)C=CC=CC=1, predict the reaction product. The product is: [CH2:1]([O:3][C:4](=[O:17])[C:5]([CH:6]=[O:7])([CH3:16])[CH2:11][CH2:12][CH:13]([CH3:14])[CH3:15])[CH3:2]. (4) Given the reactants [F:1][C:2]1[CH:11]=[C:10]2[C:5]([N:6]=[CH:7][C:8](=[O:33])[N:9]2[CH2:12][CH2:13][N:14]2[CH2:19][CH2:18][CH:17]([NH:20][CH2:21][C:22]3[CH:23]=[CH:24][C:25]4[S:26][CH2:27][C:28](=[O:32])[NH:29][C:30]=4[N:31]=3)[CH2:16][CH2:15]2)=[CH:4][CH:3]=1.[ClH:34].C(OCC)(=O)C, predict the reaction product. The product is: [ClH:34].[F:1][C:2]1[CH:11]=[C:10]2[C:5]([N:6]=[CH:7][C:8](=[O:33])[N:9]2[CH2:12][CH2:13][N:14]2[CH2:15][CH2:16][CH:17]([NH:20][CH2:21][C:22]3[CH:23]=[CH:24][C:25]4[S:26][CH2:27][C:28](=[O:32])[NH:29][C:30]=4[N:31]=3)[CH2:18][CH2:19]2)=[CH:4][CH:3]=1. (5) The product is: [Br:1][C:2]1[CH:7]=[CH:6][CH:5]=[CH:4][C:3]=1[O:8][CH2:10][CH2:11][CH2:12][Cl:13]. Given the reactants [Br:1][C:2]1[CH:7]=[CH:6][CH:5]=[CH:4][C:3]=1[OH:8].Br[CH2:10][CH2:11][CH2:12][Cl:13], predict the reaction product.